Task: Predict the reactants needed to synthesize the given product.. Dataset: Full USPTO retrosynthesis dataset with 1.9M reactions from patents (1976-2016) Given the product [C:1]([C:5]1[N:10]=[CH:9][C:8]([C:11]2[N:12]([C:32]([N:48]3[CH2:49][CH2:50][CH:45]([CH2:44][CH2:43][S:40]([CH3:39])(=[O:42])=[O:41])[CH2:46][CH2:47]3)=[O:33])[C@@:13]([C:25]3[CH:30]=[CH:29][C:28]([Cl:31])=[CH:27][CH:26]=3)([CH3:24])[C@@:14]([C:17]3[CH:22]=[CH:21][C:20]([Cl:23])=[CH:19][CH:18]=3)([CH3:16])[N:15]=2)=[C:7]([O:35][CH2:36][CH3:37])[CH:6]=1)([CH3:4])([CH3:2])[CH3:3], predict the reactants needed to synthesize it. The reactants are: [C:1]([C:5]1[N:10]=[CH:9][C:8]([C:11]2[N:12]([C:32](Cl)=[O:33])[C@@:13]([C:25]3[CH:30]=[CH:29][C:28]([Cl:31])=[CH:27][CH:26]=3)([CH3:24])[C@@:14]([C:17]3[CH:22]=[CH:21][C:20]([Cl:23])=[CH:19][CH:18]=3)([CH3:16])[N:15]=2)=[C:7]([O:35][CH2:36][CH3:37])[CH:6]=1)([CH3:4])([CH3:3])[CH3:2].Cl.[CH3:39][S:40]([CH2:43][CH2:44][CH:45]1[CH2:50][CH2:49][NH:48][CH2:47][CH2:46]1)(=[O:42])=[O:41].